Dataset: Catalyst prediction with 721,799 reactions and 888 catalyst types from USPTO. Task: Predict which catalyst facilitates the given reaction. (1) Reactant: [NH2:1][C:2]1[CH:27]=[CH:26][CH:25]=[CH:24][C:3]=1[CH2:4][N:5]([S:13]([C:16]1[CH:21]=[CH:20][C:19]([O:22][CH3:23])=[CH:18][CH:17]=1)(=[O:15])=[O:14])[CH:6]([CH2:11]O)[C:7]([O:9][CH3:10])=[O:8].C(N(CC)CC)C.[C:35](Cl)(=[O:37])[CH3:36]. Product: [C:35]([NH:1][C:2]1[CH:27]=[CH:26][CH:25]=[CH:24][C:3]=1[CH2:4][N:5]([S:13]([C:16]1[CH:21]=[CH:20][C:19]([O:22][CH3:23])=[CH:18][CH:17]=1)(=[O:14])=[O:15])[C:6](=[CH2:11])[C:7]([O:9][CH3:10])=[O:8])(=[O:37])[CH3:36]. The catalyst class is: 2. (2) Reactant: [Cl:1][C:2]1[CH:7]=[CH:6][C:5]([C:8]2[C:16]3[C:11](=[N:12][CH:13]=[N:14][C:15]=3[NH2:17])[N:10]([C@@H:18]3[CH2:22][CH2:21][NH:20][CH2:19]3)[N:9]=2)=[CH:4][CH:3]=1.[C:23]([CH2:25][C:26](O)=[O:27])#[N:24].ON1C2N=CC=CC=2N=N1.Cl.CN(C)CCCN=C=NCC.CCN(C(C)C)C(C)C. Product: [NH2:17][C:15]1[N:14]=[CH:13][N:12]=[C:11]2[N:10]([C@@H:18]3[CH2:22][CH2:21][N:20]([C:26](=[O:27])[CH2:25][C:23]#[N:24])[CH2:19]3)[N:9]=[C:8]([C:5]3[CH:6]=[CH:7][C:2]([Cl:1])=[CH:3][CH:4]=3)[C:16]=12. The catalyst class is: 2. (3) Reactant: [Cl:1][C:2]1[CH:7]=[CH:6][CH:5]=[C:4]([Cl:8])[C:3]=1[C:9]1[C:13]([CH2:14][O:15][C:16]2[CH:17]=[C:18]3[C:23](=[CH:24][CH:25]=2)[CH:22]=[C:21]([C:26]2[CH:27]=[C:28]([C:32]([O:34]C)=[O:33])[CH:29]=[N:30][CH:31]=2)[CH:20]=[CH:19]3)=[C:12]([CH:36]([CH3:38])[CH3:37])[O:11][N:10]=1.[OH-].[Na+]. Product: [Cl:8][C:4]1[CH:5]=[CH:6][CH:7]=[C:2]([Cl:1])[C:3]=1[C:9]1[C:13]([CH2:14][O:15][C:16]2[CH:17]=[C:18]3[C:23](=[CH:24][CH:25]=2)[CH:22]=[C:21]([C:26]2[CH:27]=[C:28]([C:32]([OH:34])=[O:33])[CH:29]=[N:30][CH:31]=2)[CH:20]=[CH:19]3)=[C:12]([CH:36]([CH3:38])[CH3:37])[O:11][N:10]=1. The catalyst class is: 83. (4) Reactant: Cl.[CH3:2][NH:3][CH2:4][CH2:5][NH:6][C:7](=[O:13])[O:8][C:9]([CH3:12])([CH3:11])[CH3:10].C(O[BH-](OC(=O)C)OC(=O)C)(=O)C.[Na+].O=[C:29]1[CH2:34][CH2:33][N:32]([C:35]([O:37][CH2:38][C:39]2[CH:44]=[CH:43][CH:42]=[CH:41][CH:40]=2)=[O:36])[CH2:31][CH2:30]1.C(=O)([O-])O.[Na+]. Product: [C:9]([O:8][C:7]([NH:6][CH2:5][CH2:4][N:3]([CH3:2])[CH:29]1[CH2:34][CH2:33][N:32]([C:35]([O:37][CH2:38][C:39]2[CH:44]=[CH:43][CH:42]=[CH:41][CH:40]=2)=[O:36])[CH2:31][CH2:30]1)=[O:13])([CH3:12])([CH3:11])[CH3:10]. The catalyst class is: 4. (5) Reactant: [OH:1][C:2]1[CH:6]=[C:5]([N:7]2[C:15]3[CH:14]=[CH:13][N:12]=[CH:11][C:10]=3[N:9]=[CH:8]2)[S:4][C:3]=1[C:16]([O:18][CH3:19])=[O:17].[OH:20][C:21]1[CH:25]=[C:24]([N:26]2[C:30]3[CH:31]=[N:32][CH:33]=[CH:34][C:29]=3[N:28]=[CH:27]2)[S:23][C:22]=1[C:35]([O:37][CH3:38])=[O:36].C([O-])([O-])=O.[K+].[K+].Br[CH:46]([C:48]1[CH:53]=[CH:52][CH:51]=[CH:50][C:49]=1[C:54]([F:57])([F:56])[F:55])[CH3:47]. Product: [N:7]1([C:5]2[S:4][C:3]([C:16]([O:18][CH3:19])=[O:17])=[C:2]([O:1][CH:46]([C:48]3[CH:53]=[CH:52][CH:51]=[CH:50][C:49]=3[C:54]([F:55])([F:56])[F:57])[CH3:47])[CH:6]=2)[C:15]2[CH:14]=[CH:13][N:12]=[CH:11][C:10]=2[N:9]=[CH:8]1.[N:28]1[C:29]2[CH:34]=[CH:33][N:32]=[CH:31][C:30]=2[N:26]([C:24]2[S:23][C:22]([C:35]([O:37][CH3:38])=[O:36])=[C:21]([O:20][CH:46]([C:48]3[CH:53]=[CH:52][CH:51]=[CH:50][C:49]=3[C:54]([F:55])([F:56])[F:57])[CH3:47])[CH:25]=2)[CH:27]=1. The catalyst class is: 9. (6) Reactant: [Cl:1][C:2]1[CH:3]=[CH:4][C:5]([OH:25])=[C:6]([CH2:8][N:9]2[CH:13]=[CH:12][C:11]([C:14]([NH:16][C:17]3[C:22]([F:23])=[CH:21][CH:20]=[CH:19][C:18]=3[F:24])=[O:15])=[N:10]2)[CH:7]=1.[C:26](=O)([O-])[O-].[K+].[K+].CI. Product: [Cl:1][C:2]1[CH:3]=[CH:4][C:5]([O:25][CH3:26])=[C:6]([CH2:8][N:9]2[CH:13]=[CH:12][C:11]([C:14]([NH:16][C:17]3[C:18]([F:24])=[CH:19][CH:20]=[CH:21][C:22]=3[F:23])=[O:15])=[N:10]2)[CH:7]=1. The catalyst class is: 121. (7) Reactant: [Cl:1][C:2]1[N:10]=[C:9]2[C:5]([N:6]=[C:7]([CH:13]=[O:14])[N:8]2[CH2:11][CH3:12])=[C:4]([N:15]2[CH2:20][CH2:19][O:18][CH2:17][CH2:16]2)[N:3]=1.[BH4-].[Na+]. Product: [Cl:1][C:2]1[N:10]=[C:9]2[C:5]([N:6]=[C:7]([CH2:13][OH:14])[N:8]2[CH2:11][CH3:12])=[C:4]([N:15]2[CH2:20][CH2:19][O:18][CH2:17][CH2:16]2)[N:3]=1. The catalyst class is: 1. (8) Reactant: [CH3:1][O:2][CH2:3][N:4]1[C:8]2[CH:9]=[CH:10][C:11]([CH:13]([C:15]3[NH:19][N:18]=[CH:17][CH:16]=3)[CH3:14])=[CH:12][C:7]=2[S:6][C:5]1=[O:20].[H-].[Na+].[Cl:23][C:24]1[N:25]=[N:26][C:27](Cl)=[CH:28][CH:29]=1. Product: [Cl:23][C:24]1[N:25]=[N:26][C:27]([N:18]2[CH:17]=[CH:16][C:15]([CH:13]([C:11]3[CH:10]=[CH:9][C:8]4[N:4]([CH2:3][O:2][CH3:1])[C:5](=[O:20])[S:6][C:7]=4[CH:12]=3)[CH3:14])=[N:19]2)=[CH:28][CH:29]=1. The catalyst class is: 42. (9) Reactant: C(=O)(O)[O-:2].[Na+].Cl.NO.[Cl:9][C:10]1[C:11]([C:23]#[N:24])=[N:12][CH:13]=[C:14]([Cl:22])[C:15]=1[O:16][CH2:17][C:18]([F:21])([F:20])[F:19]. Product: [Cl:9][C:10]1[C:11]([C:23]([NH2:24])=[O:2])=[N:12][CH:13]=[C:14]([Cl:22])[C:15]=1[O:16][CH2:17][C:18]([F:21])([F:19])[F:20]. The catalyst class is: 8. (10) Reactant: C[O:2][C:3]1[CH:12]=[CH:11][CH:10]=[C:9]2[C:4]=1[C:5]([NH:13][C:14]1[CH:19]=[CH:18][C:17]([O:20][C:21]3[CH:22]=[N:23][C:24]([CH3:27])=[CH:25][CH:26]=3)=[C:16]([CH3:28])[CH:15]=1)=[N:6][CH:7]=[N:8]2.Cl.N1C=CC=CC=1. Product: [OH:2][C:3]1[CH:12]=[CH:11][CH:10]=[C:9]2[C:4]=1[C:5]([NH:13][C:14]1[CH:19]=[CH:18][C:17]([O:20][C:21]3[CH:22]=[N:23][C:24]([CH3:27])=[CH:25][CH:26]=3)=[C:16]([CH3:28])[CH:15]=1)=[N:6][CH:7]=[N:8]2. The catalyst class is: 17.